This data is from Full USPTO retrosynthesis dataset with 1.9M reactions from patents (1976-2016). The task is: Predict the reactants needed to synthesize the given product. Given the product [NH2:32][CH2:31][C:28]1[N:29]=[CH:30][N:26]([CH2:25][C@@H:17]2[C@H:16]([NH:15][C:13](=[O:14])/[C:12](=[N:11]\[O:10][C:7]([CH3:9])([CH3:8])[C:6]([OH:53])=[O:5])/[C:40]3[N:41]=[C:42]([NH2:45])[S:43][CH:44]=3)[C:19](=[O:20])[N:18]2[S:21]([OH:24])(=[O:23])=[O:22])[N:27]=1, predict the reactants needed to synthesize it. The reactants are: C([O:5][C:6](=[O:53])[C:7]([O:10]/[N:11]=[C:12](/[C:40]1[N:41]=[C:42]([NH:45]C(OC(C)(C)C)=O)[S:43][CH:44]=1)\[C:13]([NH:15][C@@H:16]1[C:19](=[O:20])[N:18]([S:21]([OH:24])(=[O:23])=[O:22])[C@@H:17]1[CH2:25][N:26]1[CH:30]=[N:29][C:28]([CH2:31][NH:32]C(OC(C)(C)C)=O)=[N:27]1)=[O:14])([CH3:9])[CH3:8])(C)(C)C.C(O)(C(F)(F)F)=O.